This data is from Forward reaction prediction with 1.9M reactions from USPTO patents (1976-2016). The task is: Predict the product of the given reaction. (1) Given the reactants [OH:1][C:2]1[CH:3]=[C:4]([CH:8]=[CH:9][CH:10]=1)[C:5]([OH:7])=[O:6].Cl.S(=O)(=O)(O)O.[CH2:17]=O, predict the reaction product. The product is: [OH:1][C:2]1[CH:3]=[C:4]2[C:8]([CH2:17][O:6][C:5]2=[O:7])=[CH:9][CH:10]=1. (2) Given the reactants [C:1]([O:7][CH2:8][CH3:9])(=[O:6])[CH2:2][C:3]([CH3:5])=O.[CH3:10][O:11][C:12]1[CH:13]=[C:14]2[C:19](=[CH:20][CH:21]=1)[N+:18]([O-])=CC=[CH:15]2.Cl, predict the reaction product. The product is: [CH3:10][O:11][C:12]1[CH:13]=[C:14]2[C:19](=[CH:20][CH:21]=1)[N:18]=[C:3]([CH2:2][C:1]([O:7][CH2:8][CH3:9])=[O:6])[CH:5]=[CH:15]2. (3) Given the reactants [CH3:1][O:2][C:3](=[O:13])[C:4]1[CH:9]=[C:8]([CH3:10])[C:7](Br)=[C:6]([CH3:12])[CH:5]=1.[B:14]1([B:14]2[O:18][C:17]([CH3:20])([CH3:19])[C:16]([CH3:22])([CH3:21])[O:15]2)[O:18][C:17]([CH3:20])([CH3:19])[C:16]([CH3:22])([CH3:21])[O:15]1.C([O-])(=O)C.[K+], predict the reaction product. The product is: [CH3:12][C:6]1[CH:5]=[C:4]([CH:9]=[C:8]([CH3:10])[C:7]=1[B:14]1[O:18][C:17]([CH3:20])([CH3:19])[C:16]([CH3:22])([CH3:21])[O:15]1)[C:3]([O:2][CH3:1])=[O:13]. (4) The product is: [C:32]([NH:31][CH2:30][C:28]1[N:27]=[CH:26][C:24]2[CH2:25][N:20]([C:10]3[C:9]([F:8])=[C:14]([O:15][CH3:16])[CH:13]=[C:12]([O:17][CH3:18])[C:11]=3[F:19])[C:21](=[O:43])[N:22]([CH2:36][CH:37]3[CH2:42][CH2:41][N:40]([C:54]([O:56][CH3:57])=[O:55])[CH2:39][CH2:38]3)[C:23]=2[CH:29]=1)(=[O:35])[CH:33]=[CH2:34]. Given the reactants FC(F)(F)C(O)=O.[F:8][C:9]1[C:14]([O:15][CH3:16])=[CH:13][C:12]([O:17][CH3:18])=[C:11]([F:19])[C:10]=1[N:20]1[CH2:25][C:24]2[CH:26]=[N:27][C:28]([CH2:30][NH:31][C:32](=[O:35])[CH:33]=[CH2:34])=[CH:29][C:23]=2[N:22]([CH2:36][CH:37]2[CH2:42][CH2:41][NH:40][CH2:39][CH2:38]2)[C:21]1=[O:43].C(N(CC)C(C)C)(C)C.Cl[C:54]([O:56][CH3:57])=[O:55], predict the reaction product. (5) Given the reactants Br[C:2]1[C:3]2[N:10]([C:11]3[CH:16]=[CH:15][CH:14]=[CH:13][CH:12]=3)[C:9]([C:17]3[C:18]([NH2:22])=[N:19][O:20][N:21]=3)=[N:8][C:4]=2[CH:5]=[N:6][CH:7]=1.[S:23]1[CH:27]=[CH:26][CH:25]=[C:24]1B(O)O.C(Cl)Cl.C([O-])([O-])=O.[K+].[K+], predict the reaction product. The product is: [C:11]1([N:10]2[C:3]3[C:2]([C:24]4[S:23][CH:27]=[CH:26][CH:25]=4)=[CH:7][N:6]=[CH:5][C:4]=3[N:8]=[C:9]2[C:17]2[C:18]([NH2:22])=[N:19][O:20][N:21]=2)[CH:16]=[CH:15][CH:14]=[CH:13][CH:12]=1. (6) Given the reactants CC1(C)C(C)(C)OB([C:9]2[CH:10]=[C:11]([CH:30]=[CH:31][CH:32]=2)[CH2:12][O:13][C:14]2[CH:19]=[CH:18][C:17]([C:20]3([CH2:24][C:25]([O:27][CH2:28][CH3:29])=[O:26])[CH2:23][O:22][CH2:21]3)=[CH:16][CH:15]=2)O1.Br[C:35]1[C:40]([CH3:41])=[CH:39][C:38]([OH:42])=[CH:37][C:36]=1[CH3:43].C(=O)([O-])[O-].[K+].[K+], predict the reaction product. The product is: [OH:42][C:38]1[CH:39]=[C:40]([CH3:41])[C:35]([C:31]2[CH:32]=[CH:9][CH:10]=[C:11]([CH2:12][O:13][C:14]3[CH:19]=[CH:18][C:17]([C:20]4([CH2:24][C:25]([O:27][CH2:28][CH3:29])=[O:26])[CH2:21][O:22][CH2:23]4)=[CH:16][CH:15]=3)[CH:30]=2)=[C:36]([CH3:43])[CH:37]=1. (7) The product is: [N+:22]([C:25]1[CH:26]=[CH:27][C:28]([CH2:29][CH2:30][NH:31][C:13](=[O:21])[CH2:14][CH2:15][CH2:16][CH2:17][CH2:18][CH3:19])=[CH:32][CH:33]=1)([O-:24])=[O:23]. Given the reactants Cl.CN(C)CCCN=C=NCC.[C:13]([OH:21])(=O)[CH2:14][CH2:15][CH2:16][CH2:17][CH2:18][CH3:19].[N+:22]([C:25]1[CH:33]=[CH:32][C:28]([CH2:29][CH2:30][NH2:31])=[CH:27][CH:26]=1)([O-:24])=[O:23].C(N(CC)CC)C, predict the reaction product.